Dataset: Reaction yield outcomes from USPTO patents with 853,638 reactions. Task: Predict the reaction yield, written as a fraction of the theoretical maximum amount of product (1.0 means a 100% yield; for example, 0.34 means a 34% yield). (1) The reactants are [CH2:1]([CH2:3][NH2:4])[OH:2].[CH:5](=O)[C:6]1[CH:11]=[CH:10][C:9]([O:12][CH3:13])=[CH:8][CH:7]=1. No catalyst specified. The product is [CH3:13][O:12][C:9]1[CH:10]=[CH:11][C:6](/[CH:5]=[N:4]/[CH2:3][CH2:1][OH:2])=[CH:7][CH:8]=1. The yield is 0.940. (2) The reactants are C(N1CCN(C2C=CC([NH:20][C:21]3[C:26]([F:27])=[CH:25][N:24]=[C:23](Cl)[N:22]=3)=CC=2)CC1)C1C=CC=CC=1.[CH2:29]1[CH2:39][O:38][C:37]2[CH:36]=[CH:35][C:33]([NH2:34])=[CH:32][C:31]=2[O:30]1. No catalyst specified. The product is [CH2:29]1[CH2:39][O:38][C:37]2[CH:36]=[CH:35][C:33]([NH:34][C:23]3[N:22]=[C:21]([NH2:20])[C:26]([F:27])=[CH:25][N:24]=3)=[CH:32][C:31]=2[O:30]1. The yield is 0.630. (3) The reactants are [F:1][C:2]([F:28])([F:27])[C:3]1[CH:8]=[CH:7][C:6]([C:9]2[C:10]3[CH2:17][CH2:16][CH:15]([O:18][CH2:19][C:20]([O:22]C(C)(C)C)=[O:21])[C:11]=3[CH:12]=[N:13][CH:14]=2)=[CH:5][CH:4]=1.[ClH:29].O1CCOCC1. The catalyst is C(Cl)Cl. The product is [ClH:29].[F:27][C:2]([F:1])([F:28])[C:3]1[CH:4]=[CH:5][C:6]([C:9]2[C:10]3[CH2:17][CH2:16][CH:15]([O:18][CH2:19][C:20]([OH:22])=[O:21])[C:11]=3[CH:12]=[N:13][CH:14]=2)=[CH:7][CH:8]=1. The yield is 0.990.